From a dataset of Catalyst prediction with 721,799 reactions and 888 catalyst types from USPTO. Predict which catalyst facilitates the given reaction. (1) Reactant: FC(F)(F)C(O)=O.[NH2:8][C:9]([CH3:37])([CH3:36])[C@H:10]([NH:15][C:16](=[O:35])[C:17]1[CH:22]=[CH:21][C:20]([C:23]#[C:24][C:25]#[C:26][C:27]2([OH:34])[CH2:31][CH2:30][CH:29]([CH2:32][OH:33])[CH2:28]2)=[CH:19][CH:18]=1)[C:11](OC)=[O:12].[NH2:38][OH:39].C(O)(=O)C. Product: [NH2:8][C:9]([CH3:36])([CH3:37])[C@H:10]([NH:15][C:16](=[O:35])[C:17]1[CH:18]=[CH:19][C:20]([C:23]#[C:24][C:25]#[C:26][C:27]2([OH:34])[CH2:31][CH2:30][CH:29]([CH2:32][OH:33])[CH2:28]2)=[CH:21][CH:22]=1)[C:11]([NH:38][OH:39])=[O:12]. The catalyst class is: 378. (2) Reactant: [NH2:1][C:2]1[N:7]=[CH:6][N:5]=[C:4]2[N:8]([C:13]([CH3:16])([CH3:15])[CH3:14])[N:9]=[C:10]([CH:11]=[O:12])[C:3]=12.[C:17]1([Mg]Br)[CH:22]=[CH:21][CH:20]=[CH:19][CH:18]=1.[Cl-].[NH4+]. Product: [NH2:1][C:2]1[N:7]=[CH:6][N:5]=[C:4]2[N:8]([C:13]([CH3:16])([CH3:15])[CH3:14])[N:9]=[C:10]([CH:11]([C:17]3[CH:22]=[CH:21][CH:20]=[CH:19][CH:18]=3)[OH:12])[C:3]=12. The catalyst class is: 7. (3) Reactant: C(O[BH-](OC(=O)C)OC(=O)C)(=O)C.[Na+].[N:15]1[C:24]2[C:23](=O)[CH2:22][CH2:21][CH2:20][C:19]=2[CH:18]=[CH:17][CH:16]=1.[CH3:26][O:27][C:28]1[CH:33]=[CH:32][C:31]([C@@H:34]([NH2:36])[CH3:35])=[CH:30][CH:29]=1. Product: [CH3:26][O:27][C:28]1[CH:33]=[CH:32][C:31]([C@@H:34]([NH:36][C@@H:23]2[C:24]3[N:15]=[CH:16][CH:17]=[CH:18][C:19]=3[CH2:20][CH2:21][CH2:22]2)[CH3:35])=[CH:30][CH:29]=1. The catalyst class is: 4.